This data is from Reaction yield outcomes from USPTO patents with 853,638 reactions. The task is: Predict the reaction yield, written as a fraction of the theoretical maximum amount of product (1.0 means a 100% yield; for example, 0.34 means a 34% yield). (1) The reactants are [F:1][C:2]([F:12])([F:11])[C:3]1[N:4]=[C:5]([C:8]([OH:10])=O)[S:6][CH:7]=1.[NH2:13][C:14]1[C:19]([Cl:20])=[C:18]([O:21][CH3:22])[CH:17]=[CH:16][C:15]=1[C:23](=[O:25])[CH3:24].C(C1C(NC(C2SCC(C(F)(F)F)N=2)=O)=C(C)C(OC)=CC=1)(=O)C. No catalyst specified. The product is [C:23]([C:15]1[C:14]([NH:13][C:8]([C:5]2[S:6][CH:7]=[C:3]([C:2]([F:1])([F:12])[F:11])[N:4]=2)=[O:10])=[C:19]([Cl:20])[C:18]([O:21][CH3:22])=[CH:17][CH:16]=1)(=[O:25])[CH3:24]. The yield is 0.650. (2) The reactants are ClC1C=CC=C(C(OO)=[O:9])C=1.Cl[C:13]1[CH:18]=[C:17]([O:19][CH2:20][C:21]2[CH:26]=[CH:25][C:24]([F:27])=[CH:23][CH:22]=2)[CH:16]=C[N:14]=1.[C:28](=[O:31])([O-])O.[Na+].FC(F)(F)C(OC(=O)C(F)(F)F)=O. The catalyst is C(#N)C.C(Cl)(Cl)Cl. The product is [F:27][C:24]1[CH:25]=[CH:26][C:21]([CH2:20][O:19][C:17]2[CH:18]=[CH:13][N:14]([OH:9])[C:28](=[O:31])[CH:16]=2)=[CH:22][CH:23]=1. The yield is 0.640. (3) The reactants are [CH2:1]([O:8][C:9]1[CH:14]=[CH:13][C:12]([OH:15])=[CH:11][CH:10]=1)[C:2]1[CH:7]=[CH:6][CH:5]=[CH:4][CH:3]=1.C([O-])([O-])=O.[K+].[K+].F[C:23]1[CH:30]=[CH:29][C:26]([CH:27]=[O:28])=[CH:25][CH:24]=1.O. The catalyst is CN(C=O)C.CCCCCC. The product is [CH2:1]([O:8][C:9]1[CH:10]=[CH:11][C:12]([O:15][C:23]2[CH:30]=[CH:29][C:26]([CH:27]=[O:28])=[CH:25][CH:24]=2)=[CH:13][CH:14]=1)[C:2]1[CH:3]=[CH:4][CH:5]=[CH:6][CH:7]=1. The yield is 0.720. (4) The reactants are [OH:1][C:2]1[CH:7]=[CH:6][C:5]([N:8]2[C:13](=[O:14])[C:12]([CH2:15][C:16]3[CH:21]=[CH:20][C:19]([C:22]4[C:23]([C:28]#[N:29])=[CH:24][CH:25]=[CH:26][CH:27]=4)=[CH:18][CH:17]=3)=[C:11]([CH2:30][CH2:31][CH3:32])[N:10]=[C:9]2[CH3:33])=[CH:4][CH:3]=1.O[CH:35]1[CH2:40][CH2:39][C:38](=[O:41])[CH:37]([CH3:42])[CH2:36]1.C1(P(C2C=CC=CC=2)C2C=CC=CC=2)C=CC=CC=1.[N:63]([C:64]([O:66]C(C)C)=[O:65])=[N:63][C:64]([O:66]C(C)C)=[O:65]. The catalyst is O1CCCC1.O.C(OCC)(=O)C. The product is [OH:41][CH:38]1[CH2:39][CH2:40][CH:35]([O:1][C:2]2[CH:3]=[CH:4][C:5]([N:8]3[C:13](=[O:14])[C:12]([CH2:15][C:16]4[CH:21]=[CH:20][C:19]([C:22]5[CH:27]=[CH:26][CH:25]=[CH:24][C:23]=5[C:28]5[NH:63][C:64](=[O:65])[O:66][N:29]=5)=[CH:18][CH:17]=4)=[C:11]([CH2:30][CH2:31][CH3:32])[N:10]=[C:9]3[CH3:33])=[CH:6][CH:7]=2)[CH2:36][CH:37]1[CH3:42]. The yield is 0.330. (5) The reactants are [H-].[Al+3].[Li+].[H-].[H-].[H-].[CH3:7][C:8]1[CH:9]=[CH:10][C:11]2[O:12][CH2:13][C:14](=O)[NH:15][C:16]=2[N:17]=1. The catalyst is C1COCC1. The product is [CH3:7][C:8]1[CH:9]=[CH:10][C:11]2[O:12][CH2:13][CH2:14][NH:15][C:16]=2[N:17]=1. The yield is 1.00. (6) The reactants are C([N:14]1[CH2:17][CH:16]([O:18][CH:19]([C:27]2[C:28]([Cl:33])=[N:29][CH:30]=[CH:31][CH:32]=2)[C:20]2[CH:25]=[CH:24][C:23]([Cl:26])=[CH:22][CH:21]=2)[CH2:15]1)(C1C=CC=CC=1)C1C=CC=CC=1.ClC1C=C(Cl)C=CC=1C(OC1CNC1)C1C=CC(Cl)=CC=1. No catalyst specified. The product is [Cl:26][C:23]1[CH:24]=[CH:25][C:20]([CH:19]([C:27]2[C:28]([Cl:33])=[N:29][CH:30]=[CH:31][CH:32]=2)[O:18][CH:16]2[CH2:17][NH:14][CH2:15]2)=[CH:21][CH:22]=1. The yield is 0.910.